Dataset: Forward reaction prediction with 1.9M reactions from USPTO patents (1976-2016). Task: Predict the product of the given reaction. (1) Given the reactants [C:1]([O:7][CH2:8][C:9]1[CH:14]=[CH:13][CH:12]=[CH:11][CH:10]=1)(=[O:6])[CH2:2][C:3]([O-])=[O:4].C(Cl)(=O)C([Cl:18])=O, predict the reaction product. The product is: [Cl:18][C:3](=[O:4])[CH2:2][C:1]([O:7][CH2:8][C:9]1[CH:14]=[CH:13][CH:12]=[CH:11][CH:10]=1)=[O:6]. (2) Given the reactants [O:1]1[CH2:5][CH2:4][O:3][CH:2]1[CH2:6][NH2:7].Cl.Cl[CH2:10][C:11]1[N:12]=[C:13]2[CH:18]=[C:17]([C:19]#[N:20])[CH:16]=[CH:15][N:14]2[CH:21]=1, predict the reaction product. The product is: [O:1]1[CH2:5][CH2:4][O:3][CH:2]1[CH2:6][NH:7][CH2:10][C:11]1[N:12]=[C:13]2[CH:18]=[C:17]([C:19]#[N:20])[CH:16]=[CH:15][N:14]2[CH:21]=1. (3) Given the reactants C([O:3][C:4](=O)[C:5]([F:23])([F:22])[CH2:6][N:7]([C:12]1[C:17]([N+:18]([O-])=O)=[CH:16][N:15]=[C:14]([Cl:21])[N:13]=1)[CH:8]1[CH2:11][CH2:10][CH2:9]1)C, predict the reaction product. The product is: [Cl:21][C:14]1[N:15]=[CH:16][C:17]2[NH:18][C:4](=[O:3])[C:5]([F:23])([F:22])[CH2:6][N:7]([CH:8]3[CH2:11][CH2:10][CH2:9]3)[C:12]=2[N:13]=1. (4) Given the reactants Cl[CH2:2][C:3]1[N:4]=[C:5]([C:9]2[O:10][CH:11]=[CH:12][CH:13]=2)[O:6][C:7]=1[CH3:8].[CH2:14]([O:16][C:17]1[CH:18]=[C:19]([CH:22]=[CH:23][C:24]=1[OH:25])[CH:20]=[O:21])[CH3:15].C(=O)([O-])[O-].[K+].[K+].CN(C)C=O, predict the reaction product. The product is: [CH2:14]([O:16][C:17]1[CH:18]=[C:19]([CH:22]=[CH:23][C:24]=1[O:25][CH2:2][C:3]1[N:4]=[C:5]([C:9]2[O:10][CH:11]=[CH:12][CH:13]=2)[O:6][C:7]=1[CH3:8])[CH:20]=[O:21])[CH3:15].